Regression. Given two drug SMILES strings and cell line genomic features, predict the synergy score measuring deviation from expected non-interaction effect. From a dataset of NCI-60 drug combinations with 297,098 pairs across 59 cell lines. Drug 1: CCC1=C2CN3C(=CC4=C(C3=O)COC(=O)C4(CC)O)C2=NC5=C1C=C(C=C5)O. Drug 2: CC1C(C(CC(O1)OC2CC(OC(C2O)C)OC3=CC4=CC5=C(C(=O)C(C(C5)C(C(=O)C(C(C)O)O)OC)OC6CC(C(C(O6)C)O)OC7CC(C(C(O7)C)O)OC8CC(C(C(O8)C)O)(C)O)C(=C4C(=C3C)O)O)O)O. Cell line: RXF 393. Synergy scores: CSS=54.2, Synergy_ZIP=-0.434, Synergy_Bliss=0.00115, Synergy_Loewe=-6.57, Synergy_HSA=-1.26.